Dataset: Catalyst prediction with 721,799 reactions and 888 catalyst types from USPTO. Task: Predict which catalyst facilitates the given reaction. (1) Reactant: [N:1]([Sn](C)(C)C)=[N+:2]=[N-:3].[F:8][C:9]1[CH:10]=[C:11]2[C:16](=[CH:17][CH:18]=1)[N:15]=[C:14]([CH2:19][O:20][C:21]1[CH:28]=[CH:27][C:24]([C:25]#[N:26])=[C:23]([C:29]3([C:34]4[CH:39]=[CH:38][CH:37]=[CH:36][CH:35]=4)[CH2:32][CH:31]([CH3:33])[CH2:30]3)[CH:22]=1)[CH:13]=[CH:12]2. Product: [F:8][C:9]1[CH:10]=[C:11]2[C:16](=[CH:17][CH:18]=1)[N:15]=[C:14]([CH2:19][O:20][C:21]1[CH:28]=[CH:27][C:24]([C:25]3[NH:26][N:3]=[N:2][N:1]=3)=[C:23]([C:29]3([C:34]4[CH:35]=[CH:36][CH:37]=[CH:38][CH:39]=4)[CH2:32][CH:31]([CH3:33])[CH2:30]3)[CH:22]=1)[CH:13]=[CH:12]2. The catalyst class is: 11. (2) Reactant: [C:1]([Cl:20])(=[O:19])[CH2:2][CH2:3]CCCCC/C=C\CCCCCCCC.CC(OC(OC(OC(C)(C)C)=O)=O)(C)C.[C:36]([OH:47])(=O)[CH2:37][CH2:38][S:39][S:40]CCC(O)=O.S(Cl)([Cl:50])=O. Product: [C:36]([Cl:50])(=[O:47])[CH2:37][CH2:38][S:39][S:40][CH2:3][CH2:2][C:1]([Cl:20])=[O:19]. The catalyst class is: 22. (3) Reactant: [CH3:1][N:2]1[C:6]([C:7](=[O:24])[NH:8][C:9]2[CH:14]=[CH:13][N:12]3[N:15]=[C:16]([C:18]4[CH:19]=[N:20][CH:21]=[CH:22][CH:23]=4)[N:17]=[C:11]3[CH:10]=2)=[C:5]([C:25](O)=[O:26])[CH:4]=[N:3]1.[NH:28]1[CH2:32][CH2:31][CH2:30][CH2:29]1.CCCP(=O)=O.C(N(CC)C(C)C)(C)C. Product: [CH3:1][N:2]1[C:6]([C:7]([NH:8][C:9]2[CH:14]=[CH:13][N:12]3[N:15]=[C:16]([C:18]4[CH:19]=[N:20][CH:21]=[CH:22][CH:23]=4)[N:17]=[C:11]3[CH:10]=2)=[O:24])=[C:5]([C:25]([N:28]2[CH2:32][CH2:31][CH2:30][CH2:29]2)=[O:26])[CH:4]=[N:3]1. The catalyst class is: 7. (4) The catalyst class is: 27. Reactant: C(OC([N:8]1[CH2:14][CH2:13][CH2:12][N:11]([C:15]2[N:19]([N:20]([CH3:24])[C:21](=[O:23])[CH3:22])[C:18]3[CH:25]=[CH:26][CH:27]=[CH:28][C:17]=3[N:16]=2)[CH2:10][CH2:9]1)=O)(C)(C)C.ClCCl.[IH:32]. Product: [IH:32].[CH3:24][N:20]([N:19]1[C:18]2[CH:25]=[CH:26][CH:27]=[CH:28][C:17]=2[N:16]=[C:15]1[N:11]1[CH2:12][CH2:13][CH2:14][NH:8][CH2:9][CH2:10]1)[C:21](=[O:23])[CH3:22]. (5) Reactant: C([O:3][C:4]([C:6]1([NH:10][C:11]([C:13]2[CH:22]=[CH:21][C:20]3[C:15](=[CH:16][CH:17]=[CH:18][CH:19]=3)[C:14]=2[OH:23])=[O:12])[CH2:9][CH2:8][CH2:7]1)=[O:5])C.C(=O)([O-])[O-].[Cs+].[Cs+].[I-].[Na+].Br[CH2:33][CH2:34][O:35][C:36]1[CH:41]=[CH:40][C:39]([Cl:42])=[CH:38][CH:37]=1. Product: [Cl:42][C:39]1[CH:40]=[CH:41][C:36]([O:35][CH2:34][CH2:33][O:23][C:14]2[C:15]3[C:20](=[CH:19][CH:18]=[CH:17][CH:16]=3)[CH:21]=[CH:22][C:13]=2[C:11]([NH:10][C:6]2([C:4]([OH:3])=[O:5])[CH2:7][CH2:8][CH2:9]2)=[O:12])=[CH:37][CH:38]=1. The catalyst class is: 3. (6) Reactant: C([NH:8][N:9]1[C:15](=[O:16])[CH2:14][C:13]2[CH:17]=[CH:18][CH:19]=[CH:20][C:12]=2[C:11]2[CH:21]=[CH:22][CH:23]=[CH:24][C:10]1=2)(OC(C)(C)C)=O.[C:25]([O-:28])([O-])=O.[Cs+].[Cs+].[C:31]([O:34][CH2:35]Br)(=O)C.C(Cl)[Cl:38]. Product: [ClH:38].[NH2:8][N:9]1[C:15](=[O:16])[CH:14]([C:25](=[O:28])[CH2:31][O:34][CH3:35])[C:13]2[CH:17]=[CH:18][CH:19]=[CH:20][C:12]=2[C:11]2[CH:21]=[CH:22][CH:23]=[CH:24][C:10]1=2. The catalyst class is: 3. (7) Reactant: [OH-].[Na+].[C:3]([C:5]1[CH:12]=[CH:11][C:8]([CH:9]=O)=[CH:7][CH:6]=1)#[N:4].Cl.[CH3:14][C:15]([CH3:17])=[O:16]. Product: [C:3]([C:5]1[CH:12]=[CH:11][C:8]([CH:9]=[CH:14][C:15](=[O:16])[CH3:17])=[CH:7][CH:6]=1)#[N:4]. The catalyst class is: 6. (8) Reactant: [N+:1]([C:4]1[CH:18]=[CH:17][C:7]([NH:8][CH2:9][CH2:10][C:11]2[CH:16]=[CH:15][CH:14]=[CH:13][N:12]=2)=[CH:6][CH:5]=1)([O-:3])=[O:2].[C:19](O[C:19]([O:21][C:22]([CH3:25])([CH3:24])[CH3:23])=[O:20])([O:21][C:22]([CH3:25])([CH3:24])[CH3:23])=[O:20].C(N(CC)CC)C. Product: [N+:1]([C:4]1[CH:5]=[CH:6][C:7]([N:8]([CH2:9][CH2:10][C:11]2[CH:16]=[CH:15][CH:14]=[CH:13][N:12]=2)[C:19](=[O:20])[O:21][C:22]([CH3:25])([CH3:24])[CH3:23])=[CH:17][CH:18]=1)([O-:3])=[O:2]. The catalyst class is: 7. (9) Reactant: [CH3:1][C:2]1[CH:7]=[C:6]([CH3:8])[CH:5]=[CH:4][C:3]=1[NH:9][C:10]([C:12]1[N:13]=[CH:14][NH:15][C:16]=1[C:17]([NH:19][C:20]1[NH:24][C:23]2[CH:25]=[CH:26][C:27]([O:29][CH2:30][C:31](OCC)=[O:32])=[CH:28][C:22]=2[N:21]=1)=[O:18])=[O:11].[NH2:36][CH2:37][CH:38]([OH:41])[CH2:39][OH:40].CC(N(C)C)=O. Product: [OH:41][CH:38]([CH2:39][OH:40])[CH2:37][NH:36][C:31](=[O:32])[CH2:30][O:29][C:27]1[CH:26]=[CH:25][C:23]2[N:24]=[C:20]([NH:19][C:17]([C:16]3[NH:15][CH:14]=[N:13][C:12]=3[C:10]([NH:9][C:3]3[CH:4]=[CH:5][C:6]([CH3:8])=[CH:7][C:2]=3[CH3:1])=[O:11])=[O:18])[NH:21][C:22]=2[CH:28]=1. The catalyst class is: 1. (10) Reactant: N#N.[CH3:3][C:4]1([CH2:9][CH2:10][CH2:11][CH2:12][N:13]2[N:17]=[C:16]([N+:18]([O-])=O)[CH:15]=[N:14]2)[O:8][CH2:7][CH2:6][O:5]1.[NH4+].[Cl-]. Product: [CH3:3][C:4]1([CH2:9][CH2:10][CH2:11][CH2:12][N:13]2[N:17]=[C:16]([NH2:18])[CH:15]=[N:14]2)[O:8][CH2:7][CH2:6][O:5]1. The catalyst class is: 314.